This data is from Full USPTO retrosynthesis dataset with 1.9M reactions from patents (1976-2016). The task is: Predict the reactants needed to synthesize the given product. (1) Given the product [Cl:1][C:2]1[C:3]([O:29][C:30]2[CH:35]=[CH:34][C:33]([C:36]3[CH:41]=[CH:40][CH:39]=[C:38]([C:42]#[N:43])[CH:37]=3)=[CH:32][C:31]=2[C:44]2[C:45]([N+:55]([O-:57])=[O:56])=[N:46][NH:47][CH:48]=2)=[CH:4][C:5]([F:28])=[C:6]([S:8]([NH:11][C:12]2[S:13][CH:14]=[N:15][N:16]=2)(=[O:9])=[O:10])[CH:7]=1, predict the reactants needed to synthesize it. The reactants are: [Cl:1][C:2]1[C:3]([O:29][C:30]2[CH:35]=[CH:34][C:33]([C:36]3[CH:41]=[CH:40][CH:39]=[C:38]([C:42]#[N:43])[CH:37]=3)=[CH:32][C:31]=2[C:44]2[C:45]([N+:55]([O-:57])=[O:56])=[N:46][N:47](C3CCCCO3)[CH:48]=2)=[CH:4][C:5]([F:28])=[C:6]([S:8]([N:11](CC2C=CC(OC)=CC=2OC)[C:12]2[S:13][CH:14]=[N:15][N:16]=2)(=[O:10])=[O:9])[CH:7]=1.O1CCOCC1. (2) Given the product [Cl:12][C:9]1[N:10]=[C:11]2[C:6](=[CH:7][CH:8]=1)[N:5]=[CH:4][C:3]([C:13](=[O:17])[CH:14]([CH3:16])[CH3:15])=[C:2]2[NH:28][CH:25]1[CH2:26][CH2:27][CH:22]([CH2:21][N:19]([CH3:20])[CH3:18])[CH2:23][CH2:24]1, predict the reactants needed to synthesize it. The reactants are: Cl[C:2]1[C:11]2[C:6](=[CH:7][CH:8]=[C:9]([Cl:12])[N:10]=2)[N:5]=[CH:4][C:3]=1[C:13](=[O:17])[CH:14]([CH3:16])[CH3:15].[CH3:18][N:19]([CH2:21][C@H:22]1[CH2:27][CH2:26][C@H:25]([NH2:28])[CH2:24][CH2:23]1)[CH3:20]. (3) Given the product [CH3:1][C:2]1([CH3:41])[CH2:11][CH2:10][C:9]2[N:8]=[CH:7][N:6]=[C:5]([N:12]3[CH2:18][C:17]4[CH:19]=[C:20]([C:23]5[CH:24]=[C:25]6[NH:31][C:30]([CH3:40])=[N:29][C:26]6=[N:27][CH:28]=5)[CH:21]=[CH:22][C:16]=4[O:15][CH2:14][CH2:13]3)[C:4]=2[CH2:3]1, predict the reactants needed to synthesize it. The reactants are: [CH3:1][C:2]1([CH3:41])[CH2:11][CH2:10][C:9]2[N:8]=[CH:7][N:6]=[C:5]([N:12]3[CH2:18][C:17]4[CH:19]=[C:20]([C:23]5[CH:24]=[C:25]6[N:31](COCC[Si](C)(C)C)[C:30]([CH3:40])=[N:29][C:26]6=[N:27][CH:28]=5)[CH:21]=[CH:22][C:16]=4[O:15][CH2:14][CH2:13]3)[C:4]=2[CH2:3]1.Cl. (4) The reactants are: [Cl:1][C:2]1[N:6]2[C:7]3[CH:28]=[CH:27][C:26]([Cl:29])=[CH:25][C:8]=3[C@@H:9]([C:15]3[CH:20]=[CH:19][CH:18]=[C:17]([O:21][CH3:22])[C:16]=3[O:23][CH3:24])[O:10][C@H:11]([CH2:12][CH2:13]O)[C:5]2=[N:4][C:3]=1[Cl:30].ClCS([O-])(=O)=O.C(=O)([O-])O.[Na+].[C-:42]#[N:43].[Na+]. Given the product [Cl:1][C:2]1[N:6]2[C:7]3[CH:28]=[CH:27][C:26]([Cl:29])=[CH:25][C:8]=3[C@@H:9]([C:15]3[CH:20]=[CH:19][CH:18]=[C:17]([O:21][CH3:22])[C:16]=3[O:23][CH3:24])[O:10][C@H:11]([CH2:12][CH2:13][C:42]#[N:43])[C:5]2=[N:4][C:3]=1[Cl:30], predict the reactants needed to synthesize it.